This data is from Catalyst prediction with 721,799 reactions and 888 catalyst types from USPTO. The task is: Predict which catalyst facilitates the given reaction. (1) Reactant: [NH2:1][C:2]1[CH:7]=[CH:6][C:5]([I:8])=[CH:4][N:3]=1.Cl[CH2:10][CH:11]=O. Product: [I:8][C:5]1[CH:6]=[CH:7][C:2]2[N:3]([CH:10]=[CH:11][N:1]=2)[CH:4]=1. The catalyst class is: 8. (2) Reactant: [N:1]1[C:9]2[CH:8]=[C:7]([C:10]#[N:11])[N:6]=[CH:5][C:4]=2[NH:3][CH:2]=1.P([O-])([O-])([O-])=O.[K+].[K+].[K+].[CH3:20][C:21]1(C)[C:25](C)(C)OB(C(C)=C)O1. Product: [CH2:20]=[C:21]([C:2]1[NH:3][C:4]2[CH:5]=[N:6][C:7]([C:10]#[N:11])=[CH:8][C:9]=2[N:1]=1)[CH3:25]. The catalyst class is: 140. (3) Reactant: C[O:2][C:3]1[CH:8]=[CH:7][C:6]([N+:9]([O-:11])=[O:10])=[CH:5][C:4]=1[O:12][CH2:13][CH2:14][N:15]1[CH2:20][CH2:19][O:18][CH2:17][CH2:16]1.C(S)CCCCCCCCCCC.C[O-].[Na+].O. Product: [N+:9]([C:6]1[CH:7]=[CH:8][C:3]([OH:2])=[C:4]([O:12][CH2:13][CH2:14][N:15]2[CH2:16][CH2:17][O:18][CH2:19][CH2:20]2)[CH:5]=1)([O-:11])=[O:10]. The catalyst class is: 3. (4) Reactant: [NH2:1][C:2]1[CH:3]=[C:4]([CH:9]=[CH:10][C:11]=1[CH3:12])[C:5]([O:7][CH3:8])=[O:6].[CH:13]([N:16](CC)C(C)C)(C)[CH3:14].BrCC#N.O. Product: [C:13]([CH2:14][NH:1][C:2]1[CH:3]=[C:4]([CH:9]=[CH:10][C:11]=1[CH3:12])[C:5]([O:7][CH3:8])=[O:6])#[N:16]. The catalyst class is: 7.